The task is: Predict which catalyst facilitates the given reaction.. This data is from Catalyst prediction with 721,799 reactions and 888 catalyst types from USPTO. (1) Reactant: [CH3:1][C:2]1([C:7]23[CH2:14][CH:13]4[CH2:15][C:9]([CH2:16][N:17]5[CH:21]=[N:20][CH:19]=[N:18]5)([CH2:10][CH:11]2[CH2:12]4)[CH2:8]3)OCC[O:3]1.C1(C)C=CC(S(O)(=O)=O)=CC=1. Product: [N:17]1([CH2:16][C:9]23[CH2:15][CH:13]4[CH2:12][CH:11]([CH2:10]2)[C:7]([C:2](=[O:3])[CH3:1])([CH2:14]4)[CH2:8]3)[CH:21]=[N:20][CH:19]=[N:18]1. The catalyst class is: 21. (2) Reactant: [Cl:1][C:2]1[CH:19]=[CH:18][C:5]2[N:6]([C@H:11]3[CH2:15][CH2:14][S:13](=[O:17])(=[O:16])[CH2:12]3)[C:7]([CH2:9]Cl)=[N:8][C:4]=2[CH:3]=1.[CH3:20][S:21]([C:24]1[C:32]2[C:27](=[CH:28][N:29]=[CH:30][CH:31]=2)[NH:26][N:25]=1)(=[O:23])=[O:22].C([O-])([O-])=O.[Cs+].[Cs+]. Product: [Cl:1][C:2]1[CH:19]=[CH:18][C:5]2[N:6]([C@@H:11]3[CH2:15][CH2:14][S:13](=[O:17])(=[O:16])[CH2:12]3)[C:7]([CH2:9][N:26]3[C:27]4=[CH:28][N:29]=[CH:30][CH:31]=[C:32]4[C:24]([S:21]([CH3:20])(=[O:22])=[O:23])=[N:25]3)=[N:8][C:4]=2[CH:3]=1. The catalyst class is: 3.